Dataset: Peptide-MHC class I binding affinity with 185,985 pairs from IEDB/IMGT. Task: Regression. Given a peptide amino acid sequence and an MHC pseudo amino acid sequence, predict their binding affinity value. This is MHC class I binding data. (1) The peptide sequence is ISESRFQSL. The MHC is HLA-A30:01 with pseudo-sequence HLA-A30:01. The binding affinity (normalized) is 0.197. (2) The peptide sequence is YFPDWQNYT. The binding affinity (normalized) is 0. The MHC is HLA-A01:01 with pseudo-sequence HLA-A01:01. (3) The peptide sequence is YIFRNTINM. The MHC is HLA-A31:01 with pseudo-sequence HLA-A31:01. The binding affinity (normalized) is 0.0847. (4) The MHC is HLA-A02:01 with pseudo-sequence HLA-A02:01. The binding affinity (normalized) is 0.334. The peptide sequence is AQFNASPVA. (5) The peptide sequence is WPWNAREDV. The MHC is HLA-A24:03 with pseudo-sequence HLA-A24:03. The binding affinity (normalized) is 0.208. (6) The binding affinity (normalized) is 0.0847. The MHC is HLA-B07:02 with pseudo-sequence HLA-B07:02. The peptide sequence is VQGYERIMY. (7) The peptide sequence is MTTEDMLSV. The MHC is HLA-A02:06 with pseudo-sequence HLA-A02:06. The binding affinity (normalized) is 0.781. (8) The peptide sequence is NFFVFIHMVR. The MHC is HLA-A33:01 with pseudo-sequence HLA-A33:01. The binding affinity (normalized) is 0.808. (9) The peptide sequence is RTVQVTLGK. The MHC is HLA-A03:01 with pseudo-sequence HLA-A03:01. The binding affinity (normalized) is 0.528.